Dataset: Full USPTO retrosynthesis dataset with 1.9M reactions from patents (1976-2016). Task: Predict the reactants needed to synthesize the given product. (1) Given the product [CH3:26][O:25][N:24]([CH3:23])[C:19]([C@@H:18]1[CH2:17][CH2:16][N:15]1[C:13]([O:12][C:9]([CH3:8])([CH3:10])[CH3:11])=[O:14])=[O:21], predict the reactants needed to synthesize it. The reactants are: C[Si](C=[N+]=[N-])(C)C.[CH3:8][C:9]([O:12][C:13]([N:15]1[C@H:18]([C:19]([OH:21])=O)[CH2:17][CH2:16]1)=[O:14])([CH3:11])[CH3:10].Cl.[CH3:23][NH:24][O:25][CH3:26].C([Mg]Cl)(C)C. (2) Given the product [CH3:17][C:2]1([CH2:3][C:4]2([C:11]3[CH:16]=[CH:15][CH:14]=[CH:13][CH:12]=3)[O:9][C:8](=[O:10])[NH:7][CH2:6][CH2:5]2)[CH2:1][O:29]1, predict the reactants needed to synthesize it. The reactants are: [CH3:1][C:2](=[CH2:17])[CH2:3][C:4]1([C:11]2[CH:16]=[CH:15][CH:14]=[CH:13][CH:12]=2)[O:9][C:8](=[O:10])[NH:7][CH2:6][CH2:5]1.ClCCl.ClC1C=CC=C(C(OO)=[O:29])C=1. (3) The reactants are: C([O:3][C:4](=O)[C:5]([CH3:18])([CH3:17])[CH2:6][CH2:7][CH2:8][CH2:9][CH2:10][C:11](=[O:16])[CH2:12][CH2:13][CH2:14][CH3:15])C.[H-].[H-].[H-].[H-].[Li+].[Al+3].O.Cl. Given the product [CH3:18][C:5]([CH3:17])([CH2:6][CH2:7][CH2:8][CH2:9][CH2:10][CH:11]([OH:16])[CH2:12][CH2:13][CH2:14][CH3:15])[CH2:4][OH:3], predict the reactants needed to synthesize it. (4) The reactants are: [O:1]=[C:2]1[NH:7][C:6]2[CH:8]=[C:9]([C:11]3[CH:16]=[CH:15][CH:14]=[CH:13][CH:12]=3)[S:10][C:5]=2[C:4](=[O:17])[N:3]1[CH:18]1[CH2:23][CH2:22][N:21]([C:24]([O:26][C:27]([CH3:30])([CH3:29])[CH3:28])=[O:25])[CH2:20][CH2:19]1.Cl[CH2:32][C:33]1[O:37][N:36]=[C:35]([CH2:38][S:39][CH3:40])[N:34]=1.C(=O)([O-])[O-].[K+].[K+]. Given the product [CH3:40][S:39][CH2:38][C:35]1[N:34]=[C:33]([CH2:32][N:7]2[C:6]3[CH:8]=[C:9]([C:11]4[CH:16]=[CH:15][CH:14]=[CH:13][CH:12]=4)[S:10][C:5]=3[C:4](=[O:17])[N:3]([CH:18]3[CH2:23][CH2:22][N:21]([C:24]([O:26][C:27]([CH3:30])([CH3:29])[CH3:28])=[O:25])[CH2:20][CH2:19]3)[C:2]2=[O:1])[O:37][N:36]=1, predict the reactants needed to synthesize it. (5) Given the product [O:11]1[C:15]2[CH:16]=[CH:17][CH:18]=[CH:19][C:14]=2[N:13]=[C:12]1[C:20]1[C:21]([NH2:31])=[N:22][CH:23]=[C:24]([C:26]2[CH:30]=[N:29][N:28]([CH2:3][CH2:4][N:5]3[CH2:10][CH2:9][O:8][CH2:7][CH2:6]3)[CH:27]=2)[CH:25]=1, predict the reactants needed to synthesize it. The reactants are: Cl.Cl[CH2:3][CH2:4][N:5]1[CH2:10][CH2:9][O:8][CH2:7][CH2:6]1.[O:11]1[C:15]2[CH:16]=[CH:17][CH:18]=[CH:19][C:14]=2[N:13]=[C:12]1[C:20]1[C:21]([NH2:31])=[N:22][CH:23]=[C:24]([C:26]2[CH:27]=[N:28][NH:29][CH:30]=2)[CH:25]=1.C(=O)([O-])[O-].[K+].[K+]. (6) Given the product [CH2:1]1[S:5][C@H:4]([CH2:6][OH:7])[O:3][C@@H:2]1[N:8]1[C:13](=[O:14])[N:12]=[C:11]([NH2:15])[C:10]([F:16])=[CH:9]1.[C:17]([O-:29])(=[O:28])/[CH:18]=[CH:19]/[C:20]1[CH:27]=[CH:26][C:24]([OH:25])=[C:22]([OH:23])[CH:21]=1, predict the reactants needed to synthesize it. The reactants are: [CH2:1]1[S:5][C@H:4]([CH2:6][OH:7])[O:3][C@@H:2]1[N:8]1[C:13](=[O:14])[N:12]=[C:11]([NH2:15])[C:10]([F:16])=[CH:9]1.[C:17]([OH:29])(=[O:28])/[CH:18]=[CH:19]/[C:20]1[CH:27]=[CH:26][C:24]([OH:25])=[C:22]([OH:23])[CH:21]=1. (7) Given the product [Cl:1][C:2]1[CH:3]=[C:4]([CH:10]=[CH:11][C:12]=1[Cl:13])[CH:5]=[CH:6][C:7]([O:9][CH3:14])=[O:8], predict the reactants needed to synthesize it. The reactants are: [Cl:1][C:2]1[CH:3]=[C:4]([CH:10]=[CH:11][C:12]=1[Cl:13])[CH:5]=[CH:6][C:7]([OH:9])=[O:8].[C:14](=O)([O-])[O-].[Cs+].[Cs+].CI.O. (8) The reactants are: [CH2:1]([NH:3][C:4]([NH:6][C:7]1[CH:12]=[CH:11][C:10]([C:13]2[N:14]=[C:15]([N:23]3[CH2:28][CH2:27][O:26][CH2:25][C@@H:24]3[CH2:29][CH3:30])[C:16]3[CH2:22][CH2:21][NH:20][CH2:19][C:17]=3[N:18]=2)=[CH:9][CH:8]=1)=[O:5])[CH3:2].[F:31][C:32]([F:36])([F:35])[CH2:33]I. Given the product [CH2:1]([NH:3][C:4]([NH:6][C:7]1[CH:8]=[CH:9][C:10]([C:13]2[N:14]=[C:15]([N:23]3[CH2:28][CH2:27][O:26][CH2:25][C@@H:24]3[CH2:29][CH3:30])[C:16]3[CH2:22][CH2:21][N:20]([CH2:33][C:32]([F:36])([F:35])[F:31])[CH2:19][C:17]=3[N:18]=2)=[CH:11][CH:12]=1)=[O:5])[CH3:2], predict the reactants needed to synthesize it. (9) Given the product [CH2:22]([C:19]1[CH:18]=[N:17][C:16]([N:13]2[CH2:14][CH2:15][CH:10]([O:9][C:7]3[S:8][C:4]4[CH:3]=[C:2]([N:30]5[CH2:29][CH2:28][N:27]([C:33]([O:35][C:36]([CH3:39])([CH3:38])[CH3:37])=[O:34])[CH2:32][CH2:31]5)[CH:26]=[CH:25][C:5]=4[N:6]=3)[CH2:11][CH2:12]2)=[N:21][CH:20]=1)[CH2:23][CH3:24], predict the reactants needed to synthesize it. The reactants are: Br[C:2]1[CH:26]=[CH:25][C:5]2[N:6]=[C:7]([O:9][CH:10]3[CH2:15][CH2:14][N:13]([C:16]4[N:21]=[CH:20][C:19]([CH2:22][CH2:23][CH3:24])=[CH:18][N:17]=4)[CH2:12][CH2:11]3)[S:8][C:4]=2[CH:3]=1.[N:27]1([C:33]([O:35][C:36]([CH3:39])([CH3:38])[CH3:37])=[O:34])[CH2:32][CH2:31][NH:30][CH2:29][CH2:28]1.CC(C)([O-])C.[Na+]. (10) Given the product [Cl:1][C:2]1[N:7]2[CH:8]=[CH:9][N:10]=[C:6]2[C:5]([O:11][CH2:12][C@@H:13]2[CH2:18][CH2:17][CH2:16][N:15]([CH2:35][CH2:36][OH:37])[CH2:14]2)=[N:4][C:3]=1[C:26]1[CH:27]=[CH:28][C:29]([C:32]#[N:33])=[CH:30][CH:31]=1, predict the reactants needed to synthesize it. The reactants are: [Cl:1][C:2]1[N:7]2[CH:8]=[CH:9][N:10]=[C:6]2[C:5]([O:11][CH2:12][C@@H:13]2[CH2:18][CH2:17][CH2:16][N:15](C(OC(C)(C)C)=O)[CH2:14]2)=[N:4][C:3]=1[C:26]1[CH:31]=[CH:30][C:29]([C:32]#[N:33])=[CH:28][CH:27]=1.F[C:35](F)(F)[C:36](O)=[O:37].BrCCO.